This data is from Catalyst prediction with 721,799 reactions and 888 catalyst types from USPTO. The task is: Predict which catalyst facilitates the given reaction. (1) Reactant: [Cl:1][C:2]1[C:3]([NH:21][C@@H:22]2[CH2:27][CH2:26][CH2:25][CH2:24][C@H:23]2[NH:28][S:29]([CH3:32])(=[O:31])=[O:30])=[N:4][C:5]([NH:8][C:9]2[CH:10]=[CH:11][C:12]3[CH2:18][NH:17][CH2:16][CH2:15][N:14]([CH3:19])[C:13]=3[CH:20]=2)=[N:6][CH:7]=1.[C:33]([O:36][CH2:37][CH2:38]Br)(=[O:35])[CH3:34].C(N(CC)CC)C.CN(C=O)C. Product: [Cl:1][C:2]1[C:3]([NH:21][C@@H:22]2[CH2:27][CH2:26][CH2:25][CH2:24][C@H:23]2[NH:28][S:29]([CH3:32])(=[O:30])=[O:31])=[N:4][C:5]([NH:8][C:9]2[CH:10]=[CH:11][C:12]3[CH2:18][N:17]([CH2:38][CH2:37][O:36][C:33](=[O:35])[CH3:34])[CH2:16][CH2:15][N:14]([CH3:19])[C:13]=3[CH:20]=2)=[N:6][CH:7]=1. The catalyst class is: 138. (2) Reactant: Br[C:2]1[CH:3]=[C:4]([C:12]#[N:13])[C:5]2[C:10]([CH:11]=1)=[CH:9][CH:8]=[CH:7][CH:6]=2.[B:14](OC(C)C)([O:19]C(C)C)[O:15]C(C)C.C([Li])CCC.[Cl-].[NH4+]. Product: [C:12]([C:4]1[C:5]2[C:10](=[CH:9][CH:8]=[CH:7][CH:6]=2)[CH:11]=[C:2]([B:14]([OH:19])[OH:15])[CH:3]=1)#[N:13]. The catalyst class is: 7. (3) Reactant: [CH2:1]([O:3][C:4]([C:6]1[N:7]=[C:8]([CH:11]2[CH2:16][CH2:15][NH:14][CH2:13][CH2:12]2)[S:9][CH:10]=1)=[O:5])[CH3:2].[CH3:17][C:18]([CH3:20])=O.C(O)(=O)C.C(O[BH-](OC(=O)C)OC(=O)C)(=O)C.[Na+]. Product: [CH2:1]([O:3][C:4]([C:6]1[N:7]=[C:8]([CH:11]2[CH2:16][CH2:15][N:14]([CH:18]([CH3:20])[CH3:17])[CH2:13][CH2:12]2)[S:9][CH:10]=1)=[O:5])[CH3:2]. The catalyst class is: 1.